This data is from Forward reaction prediction with 1.9M reactions from USPTO patents (1976-2016). The task is: Predict the product of the given reaction. (1) Given the reactants [OH:1][C@@H:2]1[C@H:22]2[C@@H:9]([CH2:10][CH:11]=[C:12]3[C@:21]2([CH3:23])[CH2:20][CH2:19][C:14]2([O:18][CH2:17][CH2:16][O:15]2)[CH2:13]3)[C@H:8]2[C@@:4]([CH3:27])([C@@H:5]([C:24](=[O:26])[CH3:25])[CH2:6][CH2:7]2)[CH2:3]1.[BH4-].[Na+], predict the reaction product. The product is: [OH:26][C@@H:24]([C@@H:5]1[C@:4]2([CH3:27])[C@H:8]([C@H:9]3[C@H:22]([C@@H:2]([OH:1])[CH2:3]2)[C@:21]2([CH3:23])[C:12]([CH2:13][C:14]4([CH2:19][CH2:20]2)[O:15][CH2:16][CH2:17][O:18]4)=[CH:11][CH2:10]3)[CH2:7][CH2:6]1)[CH3:25]. (2) Given the reactants Cl[C:2]1([C:25]([O:27][CH2:28][CH3:29])=[O:26])[CH2:7][CH2:6][CH2:5][N:4]2[C:8]([C:11]3[CH:16]=[CH:15][C:14]([C:17]4[O:21][C:20]([CH3:22])=[N:19][CH:18]=4)=[C:13]([O:23][CH3:24])[CH:12]=3)=[N:9][N:10]=[C:3]12.C(=O)([O-])[O-].[K+].[K+].[F:36][C:37]1[CH:38]=[C:39]([SH:44])[CH:40]=[CH:41][C:42]=1[F:43], predict the reaction product. The product is: [F:36][C:37]1[CH:38]=[C:39]([S:44][C:2]2([C:25]([O:27][CH2:28][CH3:29])=[O:26])[CH2:7][CH2:6][CH2:5][N:4]3[C:8]([C:11]4[CH:16]=[CH:15][C:14]([C:17]5[O:21][C:20]([CH3:22])=[N:19][CH:18]=5)=[C:13]([O:23][CH3:24])[CH:12]=4)=[N:9][N:10]=[C:3]23)[CH:40]=[CH:41][C:42]=1[F:43].